Dataset: Reaction yield outcomes from USPTO patents with 853,638 reactions. Task: Predict the reaction yield, written as a fraction of the theoretical maximum amount of product (1.0 means a 100% yield; for example, 0.34 means a 34% yield). (1) The reactants are [OH:1][CH:2]1[CH2:6][CH2:5][NH:4][CH2:3]1.[CH3:7][C:8]([O:11][C:12](O[C:12]([O:11][C:8]([CH3:10])([CH3:9])[CH3:7])=[O:13])=[O:13])([CH3:10])[CH3:9]. The catalyst is CC(O)C. The product is [C:8]([O:11][C:12]([N:4]1[CH2:5][CH2:6][CH:2]([OH:1])[CH2:3]1)=[O:13])([CH3:10])([CH3:9])[CH3:7]. The yield is 1.00. (2) The reactants are [N+:1]([C:4]1[CH:13]=[CH:12][C:7]2[NH:8][C:9](=[O:11])[NH:10][C:6]=2[CH:5]=1)([O-])=O. The catalyst is CO.CC#N. The product is [NH2:1][C:4]1[CH:13]=[CH:12][C:7]2[NH:8][C:9](=[O:11])[NH:10][C:6]=2[CH:5]=1. The yield is 0.960. (3) The reactants are [Mg].Br[C:3]1[CH:8]=[CH:7][CH:6]=[C:5]([O:9][CH2:10][C:11]2[CH:16]=[CH:15][CH:14]=[CH:13][CH:12]=2)[CH:4]=1.[C:17]1(=[O:21])[CH2:20][CH2:19][CH2:18]1.[Cl-].[NH4+]. The catalyst is C(OCC)C. The product is [CH2:10]([O:9][C:5]1[CH:4]=[C:3]([C:17]2([OH:21])[CH2:20][CH2:19][CH2:18]2)[CH:8]=[CH:7][CH:6]=1)[C:11]1[CH:16]=[CH:15][CH:14]=[CH:13][CH:12]=1. The yield is 0.840. (4) The reactants are [CH3:1][NH:2][C:3]1[N:8]=[C:7]([CH2:9][CH2:10][O:11][C:12]2[CH:13]=[C:14]3[C:18](=[CH:19][CH:20]=2)[NH:17][C:16]([CH2:21][CH2:22][C:23]([O:25]C)=[O:24])=[CH:15]3)[CH:6]=[CH:5][CH:4]=1.[OH-].[Na+]. The catalyst is CO.O. The product is [CH3:1][NH:2][C:3]1[N:8]=[C:7]([CH2:9][CH2:10][O:11][C:12]2[CH:13]=[C:14]3[C:18](=[CH:19][CH:20]=2)[NH:17][C:16]([CH2:21][CH2:22][C:23]([OH:25])=[O:24])=[CH:15]3)[CH:6]=[CH:5][CH:4]=1. The yield is 0.820. (5) The reactants are F[C:2]1[CH:7]=[C:6]([CH2:8]O)[CH:5]=[C:4]([NH:10][CH2:11][C:12]2[CH:17]=[CH:16][C:15]([O:18][CH3:19])=[CH:14][CH:13]=2)[N:3]=1.C(N(CC)CC)C.CS([Cl:31])(=O)=O.C([O:39][C:40]1[N:45]=[C:44]([O:46]CC2C=CC=CC=2)[C:43]([CH:54]([CH3:56])[CH3:55])=[C:42]([O:57][C:58]2[CH:63]=[C:62]([CH3:64])[CH:61]=[C:60]([CH:65]3[O:69][CH2:68][CH2:67][O:66]3)[CH:59]=2)[N:41]=1)C1C=CC=CC=1.C(=O)([O-])[O-].[K+].[K+].[I-].[Li+]. The catalyst is C(Cl)(Cl)Cl.ClCCl.CN(C=O)C. The product is [Cl:31][C:2]1[CH:7]=[C:6]([CH2:8][N:41]2[C:42]([O:57][C:58]3[CH:63]=[C:62]([CH3:64])[CH:61]=[C:60]([CH:65]4[O:69][CH2:68][CH2:67][O:66]4)[CH:59]=3)=[C:43]([CH:54]([CH3:56])[CH3:55])[C:44](=[O:46])[NH:45][C:40]2=[O:39])[CH:5]=[C:4]([NH:10][CH2:11][C:12]2[CH:17]=[CH:16][C:15]([O:18][CH3:19])=[CH:14][CH:13]=2)[N:3]=1. The yield is 0.570. (6) The reactants are [CH3:1][O:2][C:3]([C:5]1([CH:11](OS(C(F)(F)F)(=O)=O)[CH3:12])[CH2:10][CH2:9][CH2:8][CH2:7][O:6]1)=[O:4].N1(C2CCCCCCCCCC2)CCCN=CCCCCC1. The catalyst is ClCCl. The product is [CH3:1][O:2][C:3]([C:5]1([CH:11]=[CH2:12])[CH2:10][CH2:9][CH2:8][CH2:7][O:6]1)=[O:4]. The yield is 0.750. (7) The reactants are Cl[C:2]1[N:7]=[C:6]([NH2:8])[CH:5]=[CH:4][N:3]=1.[CH3:9][O:10][C:11]1([CH2:17][OH:18])[CH2:16][CH2:15][NH:14][CH2:13][CH2:12]1.C(N(CC)C(C)C)(C)C.C(O)C. The catalyst is CO. The product is [NH2:8][C:6]1[CH:5]=[CH:4][N:3]=[C:2]([N:14]2[CH2:15][CH2:16][C:11]([CH2:17][OH:18])([O:10][CH3:9])[CH2:12][CH2:13]2)[N:7]=1. The yield is 0.870. (8) The reactants are Br[CH2:2][CH2:3][CH2:4]O.[CH3:6][C@@:7]12[C:15](=[O:16])[CH2:14][CH2:13][C@H:12]1[C@@H:11]1[CH2:17][CH2:18][C:19]3[CH:24]=[C:23]([OH:25])[CH:22]=[CH:21][C:20]=3[C@H:10]1[CH2:9][CH2:8]2.[OH-:26].[Na+].[I-].[K+]. The catalyst is CO.O.C(Cl)Cl. The product is [OH:26][CH:3]([CH3:4])[CH2:2][O:25][C:23]1[CH:22]=[CH:21][C:20]2[C@@H:10]3[C@H:11]([C@H:12]4[C@@:7]([CH2:8][CH2:9]3)([CH3:6])[C:15](=[O:16])[CH2:14][CH2:13]4)[CH2:17][CH2:18][C:19]=2[CH:24]=1. The yield is 0.660. (9) The reactants are P(Cl)(Cl)(Cl)=O.[CH3:6][N:7]1[C:15]2[C:10](=[CH:11][CH:12]=[CH:13][CH:14]=2)[C:9]([CH3:16])=[CH:8]1.[OH-].[Na+].CN([CH:22]=[O:23])C. The catalyst is O. The product is [CH3:6][N:7]1[C:15]2[C:10](=[CH:11][CH:12]=[CH:13][CH:14]=2)[C:9]([CH3:16])=[C:8]1[CH:22]=[O:23]. The yield is 0.910.